Task: Predict the reactants needed to synthesize the given product.. Dataset: Full USPTO retrosynthesis dataset with 1.9M reactions from patents (1976-2016) (1) The reactants are: [F:1][CH:2]([F:20])[C:3]1[CH:4]=[C:5]([C:9]2[C:10](=[O:19])[C:11]([C:16](O)=[O:17])=[CH:12][NH:13][C:14]=2[CH3:15])[CH:6]=[CH:7][CH:8]=1.[CH3:21][N:22](C(ON1N=NC2C=CC=CC1=2)=[N+](C)C)C.[B-](F)(F)(F)F.C(N(CC)CC)C.CN. Given the product [CH3:21][NH:22][C:16]([C:11]1[C:10](=[O:19])[C:9]([C:5]2[CH:6]=[CH:7][CH:8]=[C:3]([CH:2]([F:20])[F:1])[CH:4]=2)=[C:14]([CH3:15])[NH:13][CH:12]=1)=[O:17], predict the reactants needed to synthesize it. (2) Given the product [C:15]([O:14][C:12]([N:3]1[C@H:2]([C:19](=[O:21])[NH:3][C@H:4]2[C:5]3[C:28](=[CH:27][CH:8]=[CH:9][CH:10]=3)[CH2:29][C@@H:30]2[OH:26])[CH2:7][N:6]2[C@@H:8]3[CH2:11][C@@H:9]3[CH2:10][C@@H:5]2[CH2:4]1)=[O:13])([CH3:18])([CH3:17])[CH3:16], predict the reactants needed to synthesize it. The reactants are: C[C@@:2]1([C:19]([O-:21])=O)[CH2:7][N:6]2[C@@H:8]3[CH2:11][C@@H:9]3[CH2:10][C@@H:5]2[CH2:4][N:3]1[C:12]([O:14][C:15]([CH3:18])([CH3:17])[CH3:16])=[O:13].O.[OH-].[Li+].Cl.[O:26]1[CH2:30][CH2:29][CH2:28][CH2:27]1. (3) Given the product [S:31]([C:28]1[CH:29]=[CH:30][C:25]([CH3:35])=[CH:26][CH:27]=1)([OH:34])(=[O:33])=[O:32].[F:23][C:2]([F:1])([F:22])[C:3]1[CH:17]=[C:16]([C:18]([F:21])([F:20])[F:19])[CH:15]=[CH:14][C:4]=1[CH2:5][N:6]1[CH2:11][CH2:10][CH:9]([CH:12]=[O:13])[CH2:8][CH2:7]1, predict the reactants needed to synthesize it. The reactants are: [F:1][C:2]([F:23])([F:22])[C:3]1[CH:17]=[C:16]([C:18]([F:21])([F:20])[F:19])[CH:15]=[CH:14][C:4]=1[CH2:5][N:6]1[CH2:11][CH2:10][CH:9]([CH:12]=[O:13])[CH2:8][CH2:7]1.O.[C:25]1([CH3:35])[CH:30]=[CH:29][C:28]([S:31]([OH:34])(=[O:33])=[O:32])=[CH:27][CH:26]=1. (4) Given the product [OH:7][CH:8]([C:12]1[C@H:17]([C:18]([O:20][CH:21]([C:28]2[CH:29]=[CH:30][CH:31]=[CH:32][CH:33]=2)[C:22]2[CH:27]=[CH:26][CH:25]=[CH:24][CH:23]=2)=[O:19])[N:16]2[C:34](=[O:46])[C@@H:35]([NH:36][C:37](=[O:45])[CH2:38][C:39]3[CH:44]=[CH:43][CH:42]=[CH:41][CH:40]=3)[C@H:15]2[S:14][CH:13]=1)[CH2:9][CH2:10][CH2:11][OH:2], predict the reactants needed to synthesize it. The reactants are: B.[O:2]1CCCC1.[OH:7][CH:8]([C:12]1[C@H:17]([C:18]([O:20][CH:21]([C:28]2[CH:33]=[CH:32][CH:31]=[CH:30][CH:29]=2)[C:22]2[CH:27]=[CH:26][CH:25]=[CH:24][CH:23]=2)=[O:19])[N:16]2[C:34](=[O:46])[C@@H:35]([NH:36][C:37](=[O:45])[CH2:38][C:39]3[CH:44]=[CH:43][CH:42]=[CH:41][CH:40]=3)[C@H:15]2[S:14][CH:13]=1)[CH2:9][CH:10]=[CH2:11].[OH-].[Na+].OO. (5) Given the product [CH3:35][O:34][CH2:33][CH2:32][C:31]1[N:36]=[C:26]([CH:11]2[CH2:12][CH:13]([C:15]3[CH:16]=[CH:17][C:18]([CH2:21][C:22]([F:24])([F:25])[F:23])=[CH:19][CH:20]=3)[CH2:14][N:9]([C:7]([N:1]3[CH2:2][CH2:3][S:4][CH2:5][CH2:6]3)=[O:8])[CH2:10]2)[O:27][N:30]=1, predict the reactants needed to synthesize it. The reactants are: [N:1]1([C:7]([N:9]2[CH2:14][CH:13]([C:15]3[CH:20]=[CH:19][C:18]([CH2:21][C:22]([F:25])([F:24])[F:23])=[CH:17][CH:16]=3)[CH2:12][CH:11]([C:26](O)=[O:27])[CH2:10]2)=[O:8])[CH2:6][CH2:5][S:4][CH2:3][CH2:2]1.O[NH:30][C:31](=[NH:36])[CH2:32][CH2:33][O:34][CH3:35]. (6) Given the product [CH3:13][O:14][C:15](=[O:20])[CH:16]([CH:17]1[CH2:19][CH2:18]1)[C:31]([C:21]1[C:30]2[C:25](=[CH:26][CH:27]=[CH:28][CH:29]=2)[CH:24]=[CH:23][CH:22]=1)=[O:32], predict the reactants needed to synthesize it. The reactants are: C([Li])CCC.C(NC(C)C)(C)C.[CH3:13][O:14][C:15](=[O:20])[CH2:16][CH:17]1[CH2:19][CH2:18]1.[C:21]1([CH:31]=[O:32])[C:30]2[C:25](=[CH:26][CH:27]=[CH:28][CH:29]=2)[CH:24]=[CH:23][CH:22]=1.CC(OI1(OC(C)=O)(OC(C)=O)OC(=O)C2C=CC=CC1=2)=O. (7) Given the product [I:7][C:8]1[CH:16]=[CH:15][C:14]([C:17]([F:19])([F:20])[F:18])=[CH:13][C:9]=1[CH2:10][OH:11], predict the reactants needed to synthesize it. The reactants are: B.C1COCC1.[I:7][C:8]1[CH:16]=[CH:15][C:14]([C:17]([F:20])([F:19])[F:18])=[CH:13][C:9]=1[C:10](O)=[O:11]. (8) Given the product [F:21][C:15]1[CH:16]=[CH:17][C:18]([F:20])=[CH:19][C:14]=1[C:10]1[NH:11][C:12]2[O:13][C:22](=[O:23])[CH:24]([CH3:25])[CH:1]([C:2]3[CH:3]=[CH:4][CH:5]=[CH:6][CH:7]=3)[C:8]=2[N:9]=1, predict the reactants needed to synthesize it. The reactants are: [CH:1](=[C:8]1/[N:9]=[C:10]([C:14]2[CH:19]=[C:18]([F:20])[CH:17]=[CH:16][C:15]=2[F:21])[NH:11][C:12]/1=[O:13])/[C:2]1[CH:7]=[CH:6][CH:5]=[CH:4][CH:3]=1.[CH:22]([CH:24]=[CH2:25])=[O:23]. (9) Given the product [I:1][C:2]1[CH:3]=[C:4]([CH:8]=[CH:9][C:10]=1[OH:11])[C:5]([O:7][CH3:18])=[O:6], predict the reactants needed to synthesize it. The reactants are: [I:1][C:2]1[CH:3]=[C:4]([CH:8]=[CH:9][C:10]=1[OH:11])[C:5]([OH:7])=[O:6].S(=O)(=O)(O)O.O.[C:18](=O)(O)[O-].[Na+].